Dataset: Full USPTO retrosynthesis dataset with 1.9M reactions from patents (1976-2016). Task: Predict the reactants needed to synthesize the given product. (1) Given the product [N:1]1[C:10]2[C:5](=[CH:6][CH:7]=[CH:8][CH:9]=2)[CH:4]=[CH:3][C:2]=1[N:11]1[C:15](=[O:16])[C:14](=[C:17]([NH:19][NH:20][C:21](=[O:32])[C:22]2[CH:23]=[CH:24][C:25]([C:28]([OH:30])=[O:29])=[CH:26][CH:27]=2)[CH3:18])[C:13]([CH3:33])=[N:12]1, predict the reactants needed to synthesize it. The reactants are: [N:1]1[C:10]2[C:5](=[CH:6][CH:7]=[CH:8][CH:9]=2)[CH:4]=[CH:3][C:2]=1[N:11]1[C:15](=[O:16])[C:14](=[C:17]([NH:19][NH:20][C:21](=[O:32])[C:22]2[CH:27]=[CH:26][C:25]([C:28]([O:30]C)=[O:29])=[CH:24][CH:23]=2)[CH3:18])[C:13]([CH3:33])=[N:12]1.[OH-].[Na+].Cl. (2) The reactants are: [Si:1]([O:8][CH2:9][CH2:10][OH:11])([C:4]([CH3:7])([CH3:6])[CH3:5])([CH3:3])[CH3:2].N1C(C)=CC=CC=1C.[F:20][C:21]([F:34])([F:33])[S:22](O[S:22]([C:21]([F:34])([F:33])[F:20])(=[O:24])=[O:23])(=[O:24])=[O:23]. Given the product [O:11]([CH2:10][CH2:9][O:8][Si:1]([C:4]([CH3:6])([CH3:7])[CH3:5])([CH3:3])[CH3:2])[S:22]([C:21]([F:34])([F:33])[F:20])(=[O:24])=[O:23], predict the reactants needed to synthesize it. (3) Given the product [C:23]([C:8]1[CH:7]=[CH:6][C:5]2[N:4]([CH2:3][CH2:2][OH:1])[C:16]3[C:11]([C:10]=2[CH:9]=1)=[CH:12][C:13]([C:10]([CH3:11])([CH3:5])[CH3:9])=[CH:14][CH:15]=3)([CH3:26])([CH3:25])[CH3:24], predict the reactants needed to synthesize it. The reactants are: [OH:1][CH2:2][CH2:3][N:4]1[C:16]2[CH:15]=[CH:14][CH:13]=[CH:12][C:11]=2[C:10]2[C:5]1=[CH:6][CH:7]=[CH:8][CH:9]=2.[Cl-].[Cl-].[Cl-].[Al+3].O.Cl[C:23]([CH3:26])([CH3:25])[CH3:24]. (4) Given the product [F:21][CH:12]([O:11][CH2:4][CH2:5][CH2:6][Si:22]([O:29][CH2:30][CH3:31])([O:26][CH2:27][CH3:28])[O:23][CH2:24][CH3:25])[CH2:13][C:14]([F:15])([F:16])[F:17], predict the reactants needed to synthesize it. The reactants are: C([C:4]([O:11][C:12]([F:21])(CC=C)[CH2:13][C:14]([F:17])([F:16])[F:15])(F)[CH2:5][C:6](F)(F)F)C=C.[SiH:22]([O:29][CH2:30][CH3:31])([O:26][CH2:27][CH3:28])[O:23][CH2:24][CH3:25].[SiH4]. (5) Given the product [NH2:1][C@H:2]([CH2:13][O:14][CH3:15])[C:3]([NH:5][CH2:6][C:7]1[CH:12]=[CH:11][CH:10]=[CH:9][CH:8]=1)=[O:4], predict the reactants needed to synthesize it. The reactants are: [NH2:1][CH:2]([CH2:13][O:14][CH3:15])[C:3]([NH:5][CH2:6][C:7]1[CH:12]=[CH:11][CH:10]=[CH:9][CH:8]=1)=[O:4].C(N[C@@H](CC(C)C)C(O)=O)=O.